From a dataset of TCR-epitope binding with 47,182 pairs between 192 epitopes and 23,139 TCRs. Binary Classification. Given a T-cell receptor sequence (or CDR3 region) and an epitope sequence, predict whether binding occurs between them. (1) The epitope is TLIGDCATV. The TCR CDR3 sequence is CASSLWGADYEQYF. Result: 1 (the TCR binds to the epitope). (2) The epitope is SLVKPSFYV. The TCR CDR3 sequence is CASSLVSYEQYF. Result: 1 (the TCR binds to the epitope).